From a dataset of Full USPTO retrosynthesis dataset with 1.9M reactions from patents (1976-2016). Predict the reactants needed to synthesize the given product. Given the product [CH2:1]([N:2]([C@H:9]1[C:18]2[N:17]=[CH:16][CH:15]=[CH:14][C:13]=2[CH2:12][CH2:11][CH2:10]1)[CH2:3][C:4]([O:6][CH2:7][CH3:8])=[O:5])[CH2:20][CH3:21], predict the reactants needed to synthesize it. The reactants are: [CH3:1][N:2]([C@H:9]1[C:18]2[N:17]=[CH:16][CH:15]=[CH:14][C:13]=2[CH2:12][CH2:11][CH2:10]1)[CH2:3][C:4]([O:6][CH2:7][CH3:8])=[O:5].N1C2[C@H](NCC(OCCC)=O)CCCC=2C=[CH:21][CH:20]=1.C(O)(=O)C.C(=O)CC.C(O[BH-](OC(=O)C)OC(=O)C)(=O)C.[Na+].